This data is from Forward reaction prediction with 1.9M reactions from USPTO patents (1976-2016). The task is: Predict the product of the given reaction. (1) Given the reactants C(NC(C)C)(C)C.C([Li])CCC.[F:13][C:14]1[CH:19]=[C:18]([F:20])[CH:17]=[CH:16][C:15]=1[NH:21][S:22]([CH2:25][CH2:26][CH3:27])(=[O:24])=[O:23].CN(C)[CH:30]=[O:31].Cl, predict the reaction product. The product is: [F:13][C:14]1[C:19]([CH:30]=[O:31])=[C:18]([F:20])[CH:17]=[CH:16][C:15]=1[NH:21][S:22]([CH2:25][CH2:26][CH3:27])(=[O:24])=[O:23]. (2) Given the reactants [K].[CH3:2][O:3][C:4]1[CH:25]=[CH:24][C:7]2[NH:8][C:9]([S@:11]([CH2:13][C:14]3[C:19]([CH3:20])=[C:18]([O:21][CH3:22])[C:17]([CH3:23])=[CH:16][N:15]=3)=[O:12])=[N:10][C:6]=2[CH:5]=1.[Cl-].[Mg+2].[Cl-], predict the reaction product. The product is: [CH3:23][C:17]1[CH:16]=[N:15][C:14]([CH2:13][S+:11]([O-:12])[C:9]2[NH:8][C:7]3[CH:24]=[CH:25][C:4]([O:3][CH3:2])=[CH:5][C:6]=3[N:10]=2)=[C:19]([CH3:20])[C:18]=1[O:21][CH3:22]. (3) The product is: [Cl:1][C:2]1[CH:7]=[CH:6][C:5]([S:8]([C:9]2[CH:14]=[CH:13][CH:12]=[CH:11][C:10]=2[F:15])(=[O:16])=[O:27])=[CH:4][N:3]=1. Given the reactants [Cl:1][C:2]1[CH:7]=[CH:6][C:5]([S:8][C:9]2[CH:14]=[CH:13][CH:12]=[CH:11][C:10]=2[F:15])=[CH:4][N:3]=1.[OH:16]OS([O-])=O.[K+].C(=O)(O)[O-].[Na+].[OH2:27], predict the reaction product. (4) Given the reactants C[O:2][C:3]([C:5]1[S:6][C:7]([NH:10][C:11]([C@H:13]2[C@H:17]([C:18]3[CH:23]=[CH:22][CH:21]=[C:20]([Cl:24])[C:19]=3[F:25])[C@:16]([C:28]3[CH:33]=[CH:32][C:31]([Cl:34])=[CH:30][C:29]=3[F:35])([C:26]#[N:27])[C@H:15]([CH2:36][C:37]([CH3:40])([CH3:39])[CH3:38])[NH:14]2)=[O:12])=[CH:8][CH:9]=1)=[O:4].[Li+].[OH-].Cl, predict the reaction product. The product is: [Cl:24][C:20]1[C:19]([F:25])=[C:18]([C@@H:17]2[C@:16]([C:28]3[CH:33]=[CH:32][C:31]([Cl:34])=[CH:30][C:29]=3[F:35])([C:26]#[N:27])[C@H:15]([CH2:36][C:37]([CH3:40])([CH3:39])[CH3:38])[NH:14][C@H:13]2[C:11]([NH:10][C:7]2[S:6][C:5]([C:3]([OH:4])=[O:2])=[CH:9][CH:8]=2)=[O:12])[CH:23]=[CH:22][CH:21]=1. (5) The product is: [CH3:46][NH:47][C:38]([NH:1][C:2]1[CH:3]=[CH:4][C:5]([C:8]2[N:13]=[C:12]3[N:14]([CH:17]4[CH2:18][CH2:19][N:20]([C:23]([O:25][CH3:26])=[O:24])[CH2:21][CH2:22]4)[N:15]=[CH:16][C:11]3=[C:10]([N:27]3[CH2:32][CH2:31][O:30][CH:29]([CH3:33])[CH2:28]3)[N:9]=2)=[CH:6][CH:7]=1)=[O:44]. Given the reactants [NH2:1][C:2]1[CH:7]=[CH:6][C:5]([C:8]2[N:13]=[C:12]3[N:14]([CH:17]4[CH2:22][CH2:21][N:20]([C:23]([O:25][CH3:26])=[O:24])[CH2:19][CH2:18]4)[N:15]=[CH:16][C:11]3=[C:10]([N:27]3[CH2:32][CH2:31][O:30][CH:29]([CH3:33])[CH2:28]3)[N:9]=2)=[CH:4][CH:3]=1.ClC(Cl)(O[C:38](=[O:44])OC(Cl)(Cl)Cl)Cl.[CH3:46][NH2:47], predict the reaction product.